Dataset: Full USPTO retrosynthesis dataset with 1.9M reactions from patents (1976-2016). Task: Predict the reactants needed to synthesize the given product. (1) Given the product [NH:22]1[CH2:23][CH:20]([CH2:19][C:17]2[CH:16]=[CH:15][C:13]3[N:14]=[C:9]([N:8]4[C:7]5[CH:37]=[CH:38][CH:39]=[CH:40][C:6]=5[N:5]=[C:4]4[CH:1]([CH3:3])[CH3:2])[N:10]=[C:11]([N:31]4[CH2:36][CH2:35][O:34][CH2:33][CH2:32]4)[C:12]=3[N:18]=2)[CH2:21]1, predict the reactants needed to synthesize it. The reactants are: [CH:1]([C:4]1[N:8]([C:9]2[N:10]=[C:11]([N:31]3[CH2:36][CH2:35][O:34][CH2:33][CH2:32]3)[C:12]3[N:18]=[C:17]([CH2:19][CH:20]4[CH2:23][N:22](C(OCCCC)=O)[CH2:21]4)[CH:16]=[CH:15][C:13]=3[N:14]=2)[C:7]2[CH:37]=[CH:38][CH:39]=[CH:40][C:6]=2[N:5]=1)([CH3:3])[CH3:2].Cl. (2) The reactants are: C(OC(N1CCN(C2N=CC(C3C=CC(F)=CC=3)=CN=2)CC1)=O)(C)(C)C.[C:27]([O:31][C:32]([N:34]1[CH2:39][CH2:38][N:37]([C:40]2[N:45]=[CH:44][C:43](Br)=[CH:42][N:41]=2)[CH2:36][CH2:35]1)=[O:33])([CH3:30])([CH3:29])[CH3:28].[Cl:47][C:48]1[CH:49]=[C:50](B(O)O)[CH:51]=[CH:52][C:53]=1[Cl:54]. Given the product [C:27]([O:31][C:32]([N:34]1[CH2:39][CH2:38][N:37]([C:40]2[N:45]=[CH:44][C:43]([C:51]3[CH:50]=[CH:49][C:48]([Cl:47])=[C:53]([Cl:54])[CH:52]=3)=[CH:42][N:41]=2)[CH2:36][CH2:35]1)=[O:33])([CH3:30])([CH3:29])[CH3:28], predict the reactants needed to synthesize it. (3) Given the product [CH3:14][O:8][C:7](=[O:9])[C:6]1[C:5](=[CH:4][CH:3]=[C:2]([Cl:1])[CH:10]=1)[NH2:11], predict the reactants needed to synthesize it. The reactants are: [Cl:1][C:2]1[CH:10]=[C:6]([C:7]([OH:9])=[O:8])[C:5]([NH2:11])=[CH:4][CH:3]=1.[N+](=[CH2:14])=[N-]. (4) Given the product [CH:1]1([O:6][C:7]([C:9]2[CH:18]([C:19]3[CH:24]=[CH:23][CH:22]=[C:21]([OH:25])[CH:20]=3)[C:44]3[C:43](=[O:48])[CH2:42][N:41]([C:35]4[CH:36]=[CH:37][CH:38]=[CH:39][CH:40]=4)[CH2:46][C:45]=3[NH:11][C:10]=2[CH3:34])=[O:8])[CH2:2][CH2:3][CH2:4][CH2:5]1, predict the reactants needed to synthesize it. The reactants are: [CH:1]1([O:6][C:7]([C:9]2[CH:18]([C:19]3[CH:24]=[CH:23][CH:22]=[C:21]([OH:25])[CH:20]=3)C3C(=O)CC(C4C=CC(C)=CC=4)CC=3[NH:11][C:10]=2[CH3:34])=[O:8])[CH2:5][CH2:4][CH2:3][CH2:2]1.[C:35]1([N:41]2[CH2:46][C:45](=O)[CH2:44][C:43](=[O:48])[CH2:42]2)[CH:40]=[CH:39][CH:38]=[CH:37][CH:36]=1. (5) Given the product [ClH:19].[NH2:10][C@H:3]([CH2:4][C:5]1[S:6][CH:7]=[CH:8][CH:9]=1)[C:2]([NH2:1])=[O:18], predict the reactants needed to synthesize it. The reactants are: [NH2:1][C:2](=[O:18])[C@H:3]([NH:10]C(=O)OC(C)(C)C)[CH2:4][C:5]1[S:6][CH:7]=[CH:8][CH:9]=1.[ClH:19].